This data is from Forward reaction prediction with 1.9M reactions from USPTO patents (1976-2016). The task is: Predict the product of the given reaction. (1) Given the reactants Cl[C:2]1[N:7]=[CH:6][C:5]([NH:8][C:9]([C:11]2[N:12]([CH2:21][C:22]3[CH:27]=[CH:26][CH:25]=[C:24]([F:28])[CH:23]=3)[C:13]3[C:18]([CH:19]=2)=[CH:17][C:16]([F:20])=[CH:15][CH:14]=3)=[O:10])=[CH:4][CH:3]=1.[CH:29]12[CH2:35][CH2:34][CH:33]1[CH2:32][NH:31][CH2:30]2.[OH-].[K+].O, predict the reaction product. The product is: [CH:29]12[CH2:35][CH2:34][CH:33]1[CH2:32][N:31]([C:2]1[N:7]=[CH:6][C:5]([NH:8][C:9]([C:11]3[N:12]([CH2:21][C:22]4[CH:27]=[CH:26][CH:25]=[C:24]([F:28])[CH:23]=4)[C:13]4[C:18]([CH:19]=3)=[CH:17][C:16]([F:20])=[CH:15][CH:14]=4)=[O:10])=[CH:4][CH:3]=1)[CH2:30]2. (2) Given the reactants [C:1]1([CH2:7][CH2:8][CH2:9][CH:10]([CH2:14][CH2:15][CH2:16][C:17]2[CH:22]=[CH:21][CH:20]=[CH:19][CH:18]=2)[C:11]([OH:13])=O)[CH:6]=[CH:5][CH:4]=[CH:3][CH:2]=1.[CH2:23]([N:25]([CH2:28][CH3:29])[CH2:26][CH3:27])C.ON1C2[CH:36]=[CH:37][CH:38]=[CH:39][C:34]=2N=N1.Cl.C[N:42](C)[CH2:43][CH2:44]CN=C=NCC, predict the reaction product. The product is: [CH2:26]([N:25]1[CH2:28][CH2:29][CH2:44][CH2:43][N:42]([C:11](=[O:13])[CH:10]([CH2:9][CH2:8][CH2:7][C:1]2[CH:2]=[CH:3][CH:4]=[CH:5][CH:6]=2)[CH2:14][CH2:15][CH2:16][C:17]2[CH:22]=[CH:21][CH:20]=[CH:19][CH:18]=2)[CH2:23]1)[C:27]1[CH:36]=[CH:37][CH:38]=[CH:39][CH:34]=1. (3) Given the reactants [CH:1]([N:4]1[C:8]([C:9]2[CH2:14][N:13]([CH3:15])[CH2:12][CH2:11][C:10]=2[CH2:16]O)=[CH:7][CH:6]=[N:5]1)([CH3:3])[CH3:2].O=S(Cl)[Cl:20], predict the reaction product. The product is: [Cl:20][CH2:16][C:10]1[CH2:11][CH2:12][N:13]([CH3:15])[CH2:14][C:9]=1[C:8]1[N:4]([CH:1]([CH3:3])[CH3:2])[N:5]=[CH:6][CH:7]=1. (4) The product is: [CH3:10][O:11][C:12]([C:14]1[C:23]2[O:22][CH2:21][CH2:20][NH:19][C:18]=2[CH:17]=[CH:16][CH:15]=1)=[O:13]. Given the reactants B(F)(F)F.CCOCC.[CH3:10][O:11][C:12]([C:14]1[C:23]2[O:22][CH2:21][C:20](=O)[NH:19][C:18]=2[CH:17]=[CH:16][CH:15]=1)=[O:13].[BH4-].[Na+].Cl.C([O-])(O)=O.[Na+], predict the reaction product. (5) Given the reactants [F:1][C:2]1[C:14]([F:15])=[C:13]([F:16])[CH:12]=[CH:11][C:3]=1[NH:4][C@H:5]([CH3:10])[C:6]([O:8][CH3:9])=[O:7].N12CCCN=C1CCCCC2.Cl, predict the reaction product. The product is: [F:1][C:2]1[C:14]([F:15])=[C:13]([F:16])[CH:12]=[CH:11][C:3]=1[NH:4][CH:5]([CH3:10])[C:6]([O:8][CH3:9])=[O:7].